From a dataset of Forward reaction prediction with 1.9M reactions from USPTO patents (1976-2016). Predict the product of the given reaction. Given the reactants [CH2:8]1[CH2:13][CH:12]2O[C:8]3(O)[CH:13](O[C:11]2(O)[CH2:10][CH2:9]1)[CH2:12][CH2:11][CH2:10][CH2:9]3.[CH:17]1([NH2:20])[CH2:19][CH2:18]1.[C:21](#[N:25])[CH2:22][C:23]#[N:24], predict the reaction product. The product is: [NH2:25][C:21]1[N:20]([CH:17]2[CH2:19][CH2:18]2)[C:13]2[CH2:12][CH2:11][CH2:10][CH2:9][C:8]=2[C:22]=1[C:23]#[N:24].